From a dataset of Forward reaction prediction with 1.9M reactions from USPTO patents (1976-2016). Predict the product of the given reaction. (1) Given the reactants CC1C=CC(S(O[CH2:12][CH:13]2[CH2:17][C:16]3[CH:18]=[CH:19][C:20]([Cl:29])=[C:21]([C:22]4[CH:27]=[CH:26][CH:25]=[CH:24][C:23]=4[Cl:28])[C:15]=3[O:14]2)(=O)=O)=CC=1.[N-:30]=[N+:31]=[N-:32].[Na+].N(CC1CC2C=C(Cl)C=C(C3C=CSC=3)C=2O1)=[N+]=[N-], predict the reaction product. The product is: [N:30]([CH2:12][CH:13]1[CH2:17][C:16]2[CH:18]=[CH:19][C:20]([Cl:29])=[C:21]([C:22]3[CH:27]=[CH:26][CH:25]=[CH:24][C:23]=3[Cl:28])[C:15]=2[O:14]1)=[N+:31]=[N-:32]. (2) Given the reactants [F:1][C:2]([F:7])([F:6])[C:3]([OH:5])=[O:4].C(OC([NH:15][CH2:16][CH2:17][CH2:18][O:19][C:20]1[CH:21]=[C:22]2[C:26](=[CH:27][CH:28]=1)[C@H:25]([CH2:29][C:30]([O:32][CH2:33][CH3:34])=[O:31])[CH2:24][CH2:23]2)=O)(C)(C)C, predict the reaction product. The product is: [F:1][C:2]([F:7])([F:6])[C:3]([OH:5])=[O:4].[NH2:15][CH2:16][CH2:17][CH2:18][O:19][C:20]1[CH:21]=[C:22]2[C:26](=[CH:27][CH:28]=1)[C@H:25]([CH2:29][C:30]([O:32][CH2:33][CH3:34])=[O:31])[CH2:24][CH2:23]2. (3) Given the reactants [Cl:1][C:2]1[CH:3]=[C:4]([O:12][CH3:13])[C:5]([O:10][CH3:11])=[C:6]([CH:9]=1)[CH:7]=O.[C:14]([NH:17][NH2:18])([NH2:16])=[NH:15].Cl, predict the reaction product. The product is: [ClH:1].[Cl:1][C:2]1[CH:3]=[C:4]([O:12][CH3:13])[C:5]([O:10][CH3:11])=[C:6]([CH:9]=1)[CH:7]=[N:18][NH:17][C:14]([NH2:16])=[NH:15]. (4) The product is: [CH3:1][O:2][C:3](=[O:45])[NH:4][C@H:5]([C:10]([NH:12][N:13]([CH2:37][C:38]1[CH:43]=[CH:42][C:41]([C:46]2[CH:51]=[CH:50][CH:49]=[CH:48][CH:47]=2)=[CH:40][CH:39]=1)[CH2:14][C@:15]([OH:36])([C:23](=[O:35])[NH:24][C@H:25]1[C:33]2[C:28](=[CH:29][CH:30]=[CH:31][CH:32]=2)[CH2:27][C@H:26]1[OH:34])[CH2:16][C:17]1[CH:22]=[CH:21][CH:20]=[CH:19][CH:18]=1)=[O:11])[C:6]([CH3:9])([CH3:8])[CH3:7]. Given the reactants [CH3:1][O:2][C:3](=[O:45])[NH:4][C@H:5]([C:10]([NH:12][N:13]([CH2:37][C:38]1[CH:43]=[CH:42][C:41](Br)=[CH:40][CH:39]=1)[CH2:14][C@:15]([OH:36])([C:23](=[O:35])[NH:24][C@H:25]1[C:33]2[C:28](=[CH:29][CH:30]=[CH:31][CH:32]=2)[CH2:27][C@H:26]1[OH:34])[CH2:16][C:17]1[CH:22]=[CH:21][CH:20]=[CH:19][CH:18]=1)=[O:11])[C:6]([CH3:9])([CH3:8])[CH3:7].[C:46]1(B(O)O)[CH:51]=[CH:50][CH:49]=[CH:48][CH:47]=1.C([O-])([O-])=O.[Na+].[Na+].CCO, predict the reaction product. (5) Given the reactants [H-].[Al+3].[Li+].[H-].[H-].[H-].[CH3:7][O:8][CH2:9][CH2:10][CH2:11][N:12]1[CH2:17][CH2:16][CH:15]([C:18]([NH2:20])=O)[CH2:14][CH2:13]1.O.[OH-].[Na+], predict the reaction product. The product is: [CH3:7][O:8][CH2:9][CH2:10][CH2:11][N:12]1[CH2:13][CH2:14][CH:15]([CH2:18][NH2:20])[CH2:16][CH2:17]1. (6) Given the reactants [CH2:1]([O:8][C:9]([N:11]1[CH2:16][CH2:15][C:14](=[O:17])[CH2:13][CH2:12]1)=[O:10])[C:2]1[CH:7]=[CH:6][CH:5]=[CH:4][CH:3]=1.C[Si]([N-][Si](C)(C)C)(C)C.[Li+].C1C=CC(N([S:35]([C:38]([F:41])([F:40])[F:39])(=[O:37])=[O:36])[S:35]([C:38]([F:41])([F:40])[F:39])(=[O:37])=[O:36])=CC=1, predict the reaction product. The product is: [F:39][C:38]([F:41])([F:40])[S:35]([O:17][C:14]1[CH2:13][CH2:12][N:11]([C:9]([O:8][CH2:1][C:2]2[CH:7]=[CH:6][CH:5]=[CH:4][CH:3]=2)=[O:10])[CH2:16][CH:15]=1)(=[O:37])=[O:36].